From a dataset of Catalyst prediction with 721,799 reactions and 888 catalyst types from USPTO. Predict which catalyst facilitates the given reaction. Reactant: [C:1]([NH2:4])(=[O:3])[CH3:2].[H-].[Na+].[Cl:7][C:8]1[CH:9]=[C:10]([F:15])[C:11](F)=[N:12][CH:13]=1.[Cl-].[NH4+]. Product: [C:1]([NH:4][C:11]1[C:10]([F:15])=[CH:9][C:8]([Cl:7])=[CH:13][N:12]=1)(=[O:3])[CH3:2]. The catalyst class is: 3.